This data is from CYP2C19 inhibition data for predicting drug metabolism from PubChem BioAssay. The task is: Regression/Classification. Given a drug SMILES string, predict its absorption, distribution, metabolism, or excretion properties. Task type varies by dataset: regression for continuous measurements (e.g., permeability, clearance, half-life) or binary classification for categorical outcomes (e.g., BBB penetration, CYP inhibition). Dataset: cyp2c19_veith. (1) The drug is COC(=O)[C@@]1(Cc2ccccc2)[C@H]2c3cc(C(=O)N(C)C)n(CCF)c3C[C@H]2CN1C(=O)c1ccccc1. The result is 1 (inhibitor). (2) The compound is CC(C)n1nnnc1SCC(=O)NCc1ccc2c(c1)OCO2. The result is 1 (inhibitor). (3) The molecule is O=S(Cc1cc(Oc2ccccc2)nc(-c2ccccc2)n1)c1ccccc1. The result is 1 (inhibitor). (4) The compound is Cn1cc(-c2nc3cnc(Oc4cccc(Cl)c4)nc3n(CCC#N)c2=O)c2ccccc21. The result is 0 (non-inhibitor).